Dataset: Cav3 T-type calcium channel HTS with 100,875 compounds. Task: Binary Classification. Given a drug SMILES string, predict its activity (active/inactive) in a high-throughput screening assay against a specified biological target. (1) The drug is S(c1c2c([nH]c1c1ccccc1)cccc2)CCNC(=O)c1cc2c(oc1=O)cccc2. The result is 0 (inactive). (2) The result is 0 (inactive). The molecule is Brc1ccc(N2C(c3c(n[nH]c3C)C2=O)c2cc(OC)c(O)cc2)cc1. (3) The drug is Brc1cc(NC(=O)c2noc(CCC)c2)c(O)cc1. The result is 0 (inactive).